This data is from Reaction yield outcomes from USPTO patents with 853,638 reactions. The task is: Predict the reaction yield, written as a fraction of the theoretical maximum amount of product (1.0 means a 100% yield; for example, 0.34 means a 34% yield). (1) The reactants are [F:1][C:2]1[CH:3]=[C:4]([C:9]2[O:13][N:12]=[CH:11][C:10]=2[CH2:14][CH2:15][C:16]([OH:18])=[O:17])[CH:5]=[CH:6][C:7]=1[F:8].S(=O)(=O)(O)O.[CH3:24]O. No catalyst specified. The product is [F:1][C:2]1[CH:3]=[C:4]([C:9]2[O:13][N:12]=[CH:11][C:10]=2[CH2:14][CH2:15][C:16]([O:18][CH3:24])=[O:17])[CH:5]=[CH:6][C:7]=1[F:8]. The yield is 0.980. (2) The catalyst is C(Cl)Cl. The product is [N+:14]([C:17]1[CH:18]=[CH:19][C:20]([C:21]([N:1]2[CH2:6][CH2:5][S:4][CH2:3][CH2:2]2)=[O:22])=[CH:24][CH:25]=1)([O-:16])=[O:15]. The yield is 0.990. The reactants are [NH:1]1[CH2:6][CH2:5][S:4][CH2:3][CH2:2]1.CCN(CC)CC.[N+:14]([C:17]1[CH:25]=[CH:24][C:20]([C:21](Cl)=[O:22])=[CH:19][CH:18]=1)([O-:16])=[O:15]. (3) No catalyst specified. The product is [CH:11]1([NH:14][C:15]([C:16]2[N:17]=[C:18]([C:22]3[CH2:23][CH2:24][N:25]([CH2:36][C:35]4[CH:38]=[CH:39][C:32]([O:31][C:30]([F:29])([F:40])[F:41])=[CH:33][CH:34]=4)[CH2:26][CH:27]=3)[CH:19]=[CH:20][CH:21]=2)=[O:28])[CH2:13][CH2:12]1. The reactants are C(N(C(C)C)CC)(C)C.Cl.[CH:11]1([NH:14][C:15](=[O:28])[C:16]2[CH:21]=[CH:20][CH:19]=[C:18]([C:22]3[CH2:23][CH2:24][NH:25][CH2:26][CH:27]=3)[N:17]=2)[CH2:13][CH2:12]1.[F:29][C:30]([F:41])([F:40])[O:31][C:32]1[CH:39]=[CH:38][C:35]([CH:36]=O)=[CH:34][CH:33]=1.[BH3-]C#N.[Na+]. The yield is 0.230. (4) The reactants are FC(F)(F)S(O[C:7]1[CH:12]=[C:11]([F:13])[C:10]([F:14])=[CH:9][C:8]=1[CH2:15][CH3:16])(=O)=O.C([O-])(=O)C.[K+].[CH3:24][C:25]1([CH3:41])[C:29]([CH3:31])([CH3:30])[O:28][B:27]([B:27]2[O:28][C:29]([CH3:31])([CH3:30])[C:25]([CH3:41])([CH3:24])[O:26]2)[O:26]1. The catalyst is O1CCOCC1.C1C=CC(P(C2C=CC=CC=2)[C-]2C=CC=C2)=CC=1.C1C=CC(P(C2C=CC=CC=2)[C-]2C=CC=C2)=CC=1.Cl[Pd]Cl.[Fe+2]. The product is [CH2:15]([C:8]1[CH:9]=[C:10]([F:14])[C:11]([F:13])=[CH:12][C:7]=1[B:27]1[O:28][C:29]([CH3:31])([CH3:30])[C:25]([CH3:41])([CH3:24])[O:26]1)[CH3:16]. The yield is 0.840.